From a dataset of Forward reaction prediction with 1.9M reactions from USPTO patents (1976-2016). Predict the product of the given reaction. (1) Given the reactants [Br:1][C:2]1[CH:3]=[CH:4][C:5]([OH:10])=[C:6]([CH:9]=1)[CH:7]=[O:8].C(=O)([O-])[O-].[K+].[K+].Br[CH:18]([CH3:24])[C:19]([O:21]CC)=[O:20], predict the reaction product. The product is: [Br:1][C:2]1[CH:3]=[CH:4][C:5]([O:10][CH:18]([CH3:24])[C:19]([OH:21])=[O:20])=[C:6]([CH:7]=[O:8])[CH:9]=1. (2) The product is: [CH3:1][N:2]([CH3:24])[C:3](=[O:23])[CH2:4][CH2:5][N:6]([CH3:22])[C:7]([C:9]1[S:10][C:11]2[N:12]=[CH:13][N:14]=[C:15]([NH:36][C:28]3[CH:29]=[C:30]4[C:34](=[CH:35][C:27]=3[O:26][CH3:25])[NH:33][N:32]=[CH:31]4)[C:16]=2[N:17]=1)=[O:8]. Given the reactants [CH3:1][N:2]([CH3:24])[C:3](=[O:23])[CH2:4][CH2:5][N:6]([CH3:22])[C:7]([C:9]1[S:10][C:11]2[N:12]=[CH:13][N:14]=[C:15](S(C)(=O)=O)[C:16]=2[N:17]=1)=[O:8].[CH3:25][O:26][C:27]1[CH:35]=[C:34]2[C:30]([CH:31]=[N:32][NH:33]2)=[CH:29][C:28]=1[NH2:36], predict the reaction product.